Dataset: Reaction yield outcomes from USPTO patents with 853,638 reactions. Task: Predict the reaction yield, written as a fraction of the theoretical maximum amount of product (1.0 means a 100% yield; for example, 0.34 means a 34% yield). (1) The reactants are C(OC([N:8]1[CH2:13][CH2:12][N:11]([CH:14]([C:17]2[CH:22]=[CH:21][C:20]([C:23]([F:26])([F:25])[F:24])=[CH:19][CH:18]=2)[CH2:15][NH2:16])[CH2:10][CH2:9]1)=O)(C)(C)C.[ClH:27].O1CCOCC1.CCOCC. The catalyst is CO. The product is [ClH:27].[N:11]1([CH:14]([C:17]2[CH:22]=[CH:21][C:20]([C:23]([F:25])([F:24])[F:26])=[CH:19][CH:18]=2)[CH2:15][NH2:16])[CH2:12][CH2:13][NH:8][CH2:9][CH2:10]1. The yield is 0.670. (2) The reactants are [O:1]1[CH2:6][CH2:5][CH:4]([C:7]([C:9]2[S:13][C:12]([NH2:14])=[N:11][C:10]=2[C:15]2[CH:19]=[CH:18][O:17][CH:16]=2)=[O:8])[CH2:3][CH2:2]1.Cl.[CH3:21][C:22]1[CH:23]=[C:24]([CH:28]=[CH:29][N:30]=1)[C:25](O)=[O:26].CCN=C=NCCCN(C)C.Cl.O.ON1C2C=CC=CC=2N=N1.C(N(CC)CC)C.C(=O)([O-])O.[Na+]. The catalyst is CN(C=O)C. The product is [O:17]1[CH:18]=[CH:19][C:15]([C:10]2[N:11]=[C:12]([NH:14][C:25]([C:24]3[CH:28]=[CH:29][N:30]=[C:22]([CH3:21])[CH:23]=3)=[O:26])[S:13][C:9]=2[C:7]([CH:4]2[CH2:5][CH2:6][O:1][CH2:2][CH2:3]2)=[O:8])=[CH:16]1. The yield is 0.510. (3) The reactants are C([O:8][CH2:9][CH2:10][CH2:11][CH2:12][CH2:13][CH:14]([O:24][CH2:25][O:26][CH2:27][CH2:28][O:29][CH3:30])[CH2:15][O:16][C:17]1[CH:22]=[CH:21][C:20]([F:23])=[CH:19][CH:18]=1)C1C=CC=CC=1. The catalyst is C(O)C.[Pd]. The product is [F:23][C:20]1[CH:19]=[CH:18][C:17]([O:16][CH2:15][CH:14]([O:24][CH2:25][O:26][CH2:27][CH2:28][O:29][CH3:30])[CH2:13][CH2:12][CH2:11][CH2:10][CH2:9][OH:8])=[CH:22][CH:21]=1. The yield is 0.910. (4) The reactants are [CH2:1]([NH:3][C:4]([C:6]1[CH:10]=[C:9]([C:11]2[CH:16]=[C:15]([Cl:17])[C:14]([O:18][CH2:19][C:20]3[CH:25]=[CH:24][CH:23]=[CH:22][CH:21]=3)=[CH:13][C:12]=2[O:26][CH2:27][C:28]2[CH:33]=[CH:32][CH:31]=[CH:30][CH:29]=2)[O:8][N:7]=1)=[O:5])[CH3:2].[N+:34]([O-])([OH:36])=[O:35]. The catalyst is CC(OC(C)=O)=O. The product is [CH2:27]([O:26][C:12]1[CH:13]=[C:14]([O:18][CH2:19][C:20]2[CH:25]=[CH:24][CH:23]=[CH:22][CH:21]=2)[C:15]([Cl:17])=[CH:16][C:11]=1[C:9]1[O:8][N:7]=[C:6]([C:4]([NH:3][CH2:1][CH3:2])=[O:5])[C:10]=1[N+:34]([O-:36])=[O:35])[C:28]1[CH:33]=[CH:32][CH:31]=[CH:30][CH:29]=1. The yield is 0.730. (5) The catalyst is CO. The yield is 0.960. The product is [CH2:3]([O:5][CH:6]([O:15][CH2:16][CH3:17])[C:7]1[CH:14]=[CH:13][C:10]([CH2:11][NH:2][CH3:1])=[CH:9][CH:8]=1)[CH3:4]. The reactants are [CH3:1][NH2:2].[CH2:3]([O:5][CH:6]([O:15][CH2:16][CH3:17])[C:7]1[CH:14]=[CH:13][C:10]([CH:11]=O)=[CH:9][CH:8]=1)[CH3:4].[BH4-].[Na+].[OH-].[Na+]. (6) The reactants are Cl.[NH2:2][CH2:3][C:4]1[CH:5]=[C:6]([CH2:10][N:11]2[C:19]3[C:14](=[C:15]([O:20][CH3:21])[CH:16]=[CH:17][CH:18]=3)[C:13]([NH:22][S:23]([C:26]3[S:27][C:28]([Cl:31])=[CH:29][CH:30]=3)(=[O:25])=[O:24])=[N:12]2)[CH:7]=[CH:8][CH:9]=1.[CH3:32][S:33](Cl)(=[O:35])=[O:34].N1C=CC=CC=1. The product is [Cl:31][C:28]1[S:27][C:26]([S:23]([NH:22][C:13]2[C:14]3[C:19](=[CH:18][CH:17]=[CH:16][C:15]=3[O:20][CH3:21])[N:11]([CH2:10][C:6]3[CH:7]=[CH:8][CH:9]=[C:4]([CH2:3][NH:2][S:33]([CH3:32])(=[O:35])=[O:34])[CH:5]=3)[N:12]=2)(=[O:25])=[O:24])=[CH:30][CH:29]=1. The yield is 0.190. The catalyst is C(Cl)Cl. (7) The reactants are [C:1]([C:3]1[N:7]([CH:8]2[CH2:13][CH2:12][N:11]([CH:14]3[CH2:20][CH2:19][CH2:18][N:17]([C:21]([O:23][CH2:24][CH3:25])=[O:22])[CH2:16][CH2:15]3)[CH2:10][CH2:9]2)[N:6]=[CH:5][CH:4]=1)#[N:2]. The catalyst is CO.[Ni]. The product is [NH2:2][CH2:1][C:3]1[N:7]([CH:8]2[CH2:9][CH2:10][N:11]([CH:14]3[CH2:20][CH2:19][CH2:18][N:17]([C:21]([O:23][CH2:24][CH3:25])=[O:22])[CH2:16][CH2:15]3)[CH2:12][CH2:13]2)[N:6]=[CH:5][CH:4]=1. The yield is 0.676. (8) The reactants are [H-].[Na+].[SH:3][CH2:4][C:5]([O:7][CH2:8][CH3:9])=[O:6].[NH:10]([C:17]1[N:18]([C:33]2[CH:38]=[CH:37][CH:36]=[CH:35][CH:34]=2)[C:19]2[C:24]([C:25](=[O:27])[CH:26]=1)=[C:23]([C:28]([F:31])([F:30])[F:29])[CH:22]=[C:21](Cl)[N:20]=2)[C:11]1[CH:16]=[CH:15][CH:14]=[CH:13][CH:12]=1. The catalyst is CN(C=O)C. The product is [NH:10]([C:17]1[N:18]([C:33]2[CH:38]=[CH:37][CH:36]=[CH:35][CH:34]=2)[C:19]2[N:20]=[C:21]([S:3][CH2:4][C:5]([O:7][CH2:8][CH3:9])=[O:6])[CH:22]=[C:23]([C:28]([F:31])([F:30])[F:29])[C:24]=2[C:25](=[O:27])[CH:26]=1)[C:11]1[CH:16]=[CH:15][CH:14]=[CH:13][CH:12]=1. The yield is 0.530.